From a dataset of Peptide-MHC class I binding affinity with 185,985 pairs from IEDB/IMGT. Regression. Given a peptide amino acid sequence and an MHC pseudo amino acid sequence, predict their binding affinity value. This is MHC class I binding data. (1) The peptide sequence is SAAFEDLRLL. The MHC is HLA-A68:02 with pseudo-sequence HLA-A68:02. The binding affinity (normalized) is 0. (2) The binding affinity (normalized) is 0.664. The peptide sequence is GIVCYNEEV. The MHC is HLA-A02:01 with pseudo-sequence HLA-A02:01. (3) The peptide sequence is DALLNKTQI. The binding affinity (normalized) is 0.656. The MHC is H-2-Db with pseudo-sequence H-2-Db. (4) The peptide sequence is IPAPGLGAL. The MHC is HLA-A02:06 with pseudo-sequence HLA-A02:06. The binding affinity (normalized) is 0.0847. (5) The peptide sequence is FLGKIWPSHK. The MHC is HLA-B18:01 with pseudo-sequence HLA-B18:01. The binding affinity (normalized) is 0.